Dataset: Catalyst prediction with 721,799 reactions and 888 catalyst types from USPTO. Task: Predict which catalyst facilitates the given reaction. (1) Reactant: [CH2:1]([C:3]1[S:7][C:6]([C:8](=[O:27])[CH2:9][CH2:10][C:11]2[CH:16]=[C:15]([CH3:17])[C:14]([CH2:18][CH2:19][CH2:20]OS(C)(=O)=O)=[C:13]([CH3:26])[CH:12]=2)=[C:5]2[CH2:28][CH2:29][C:30]([CH3:33])([CH3:32])[CH2:31][C:4]=12)[CH3:2].[NH3:34]. Product: [NH2:34][CH2:20][CH2:19][CH2:18][C:14]1[C:15]([CH3:17])=[CH:16][C:11]([CH2:10][CH2:9][C:8]([C:6]2[S:7][C:3]([CH2:1][CH3:2])=[C:4]3[CH2:31][C:30]([CH3:33])([CH3:32])[CH2:29][CH2:28][C:5]=23)=[O:27])=[CH:12][C:13]=1[CH3:26]. The catalyst class is: 5. (2) Reactant: [CH:1]1[C:6]([OH:7])=[CH:5][CH:4]=[C:3]([CH3:8])[CH:2]=1.[N+:9]([C:12]1[CH:17]=[CH:16][CH:15]=[C:14]([N+]([O-])=O)[CH:13]=1)([O-:11])=[O:10].C(=O)([O-])[O-].[Cs+].[Cs+]. Product: [CH3:8][C:3]1[CH:4]=[CH:5][C:6]([O:7][C:14]2[CH:13]=[C:12]([N+:9]([O-:11])=[O:10])[CH:17]=[CH:16][CH:15]=2)=[CH:1][CH:2]=1. The catalyst class is: 16. (3) Reactant: [F:1][C@H:2]1[CH2:6][CH2:5][N:4]([CH2:7][C:8]2[CH:9]=[CH:10][C:11]([NH:14]C(=O)OC(C)(C)C)=[N:12][CH:13]=2)[CH2:3]1.FC(F)(F)C(O)=O. Product: [F:1][C@H:2]1[CH2:6][CH2:5][N:4]([CH2:7][C:8]2[CH:9]=[CH:10][C:11]([NH2:14])=[N:12][CH:13]=2)[CH2:3]1. The catalyst class is: 4. (4) Reactant: CN(C(/N=N/C(N(C)C)=O)=O)C.[Cl:13][C:14]1[CH:33]=[C:32]([Cl:34])[CH:31]=[CH:30][C:15]=1[C:16]([NH:18][C:19]1[CH:28]=[CH:27][C:26]([OH:29])=[CH:25][C:20]=1[C:21]([O:23][CH3:24])=[O:22])=[O:17].C1(P(C2C=CC=CC=2)C2C=CC=CC=2)C=CC=CC=1.[S:54]1[CH:58]=[CH:57][CH:56]=[C:55]1[CH2:59]O. Product: [Cl:13][C:14]1[CH:33]=[C:32]([Cl:34])[CH:31]=[CH:30][C:15]=1[C:16]([NH:18][C:19]1[CH:28]=[CH:27][C:26]([O:29][CH2:59][C:55]2[S:54][CH:58]=[CH:57][CH:56]=2)=[CH:25][C:20]=1[C:21]([O:23][CH3:24])=[O:22])=[O:17]. The catalyst class is: 76. (5) Reactant: [N+:1]([C:4]1[CH:10]=[C:9]([B:11]2[O:15][C:14]([CH3:17])([CH3:16])[C:13]([CH3:19])([CH3:18])[O:12]2)[CH:8]=[CH:7][C:5]=1[NH2:6])([O-])=O.B1(B2OC(C)(C)C(C)(C)O2)OC(C)(C)C(C)(C)O1.C([O-])(=O)C.[K+].[N:43]#[C:44]Br. Product: [CH3:18][C:13]1([CH3:19])[C:14]([CH3:17])([CH3:16])[O:15][B:11]([C:9]2[CH:8]=[CH:7][C:5]3[NH:6][C:44]([NH2:43])=[N:1][C:4]=3[CH:10]=2)[O:12]1. The catalyst class is: 167. (6) The catalyst class is: 1. Reactant: [CH3:1][O:2][C:3]1[CH:4]=[C:5]([NH:16][C:17]2[N:22]=[C:21]([C:23](=[O:25])[CH3:24])[CH:20]=[C:19]([CH2:26][O:27][CH2:28][C:29]([F:32])([F:31])[F:30])[N:18]=2)[CH:6]=[CH:7][C:8]=1[C:9]1[CH:14]=[C:13]([CH3:15])[N:12]=[N:11][CH:10]=1.[CH3:33][Mg]Br.[Cl-].[NH4+]. Product: [CH3:1][O:2][C:3]1[CH:4]=[C:5]([NH:16][C:17]2[N:22]=[C:21]([C:23]([OH:25])([CH3:33])[CH3:24])[CH:20]=[C:19]([CH2:26][O:27][CH2:28][C:29]([F:30])([F:32])[F:31])[N:18]=2)[CH:6]=[CH:7][C:8]=1[C:9]1[CH:14]=[C:13]([CH3:15])[N:12]=[N:11][CH:10]=1. (7) Reactant: [C:1]1([NH:7][CH:8]2[CH2:13][CH2:12][NH:11][CH2:10][CH2:9]2)[CH:6]=[CH:5][CH:4]=[CH:3][CH:2]=1.I[C:15]1[CH:20]=[CH:19][CH:18]=[CH:17][CH:16]=1.C1C=CC(P(C2C([C:36]3C(P(C4C=CC=CC=4)C4C=CC=CC=4)=CC=[C:42]4[C:37]=3[CH:38]=CC=C4)=[C:42]3[C:37]([CH:38]=CC=C3)=[CH:36]C=2)C2C=CC=CC=2)=CC=1.CC([O-])(C)C.[K+].[C:73]([O:76]CC)(=[O:75])C. The catalyst class is: 222. Product: [C:37]([O:76][C:73]([N:11]1[CH2:12][CH2:13][CH:8]([N:7]([C:15]2[CH:20]=[CH:19][CH:18]=[CH:17][CH:16]=2)[C:1]2[CH:6]=[CH:5][CH:4]=[CH:3][CH:2]=2)[CH2:9][CH2:10]1)=[O:75])([CH3:42])([CH3:38])[CH3:36]. (8) Reactant: C([O:3][C:4]([C:6]1[C:7](=[O:44])[C:8]2[CH:13]=[N:12][C:11]([NH:14][C:15]3[CH:20]=[CH:19][C:18]([CH:21]4[CH2:26][CH2:25][N:24]([C:27]([O:29][C:30]([CH3:33])([CH3:32])[CH3:31])=[O:28])[CH2:23][CH2:22]4)=[CH:17][CH:16]=3)=[N:10][C:9]=2[N:34]([C:36]2[CH:41]=[CH:40][C:39]([CH2:42][CH3:43])=[CH:38][CH:37]=2)[CH:35]=1)=[O:5])C.[OH-].[Na+]. Product: [C:30]([O:29][C:27]([N:24]1[CH2:23][CH2:22][CH:21]([C:18]2[CH:17]=[CH:16][C:15]([NH:14][C:11]3[N:12]=[CH:13][C:8]4[C:7](=[O:44])[C:6]([C:4]([OH:5])=[O:3])=[CH:35][N:34]([C:36]5[CH:41]=[CH:40][C:39]([CH2:42][CH3:43])=[CH:38][CH:37]=5)[C:9]=4[N:10]=3)=[CH:20][CH:19]=2)[CH2:26][CH2:25]1)=[O:28])([CH3:33])([CH3:32])[CH3:31]. The catalyst class is: 36. (9) The catalyst class is: 5. Reactant: [CH3:1][C:2]1[CH:23]=[C:22]([C:24](=O)[CH2:25][CH3:26])[C:21]([CH3:28])=[CH:20][C:3]=1[O:4][CH2:5][C:6]1[CH:11]=[CH:10][CH:9]=[CH:8][C:7]=1/[C:12](=[CH:17]\[O:18][CH3:19])/[C:13]([O:15][CH3:16])=[O:14].[Cl-].[NH2:30][OH:31]. Product: [OH:31]/[N:30]=[C:24](/[C:22]1[C:21]([CH3:28])=[CH:20][C:3]([O:4][CH2:5][C:6]2[CH:11]=[CH:10][CH:9]=[CH:8][C:7]=2/[C:12](=[CH:17]\[O:18][CH3:19])/[C:13]([O:15][CH3:16])=[O:14])=[C:2]([CH3:1])[CH:23]=1)\[CH2:25][CH3:26].